This data is from Forward reaction prediction with 1.9M reactions from USPTO patents (1976-2016). The task is: Predict the product of the given reaction. Given the reactants Cl.[F:2][C:3]1[CH:4]=[N:5][C:6]2[C:11]([C:12]=1[CH2:13][CH2:14][N:15]1[CH2:19][CH2:18][C:17]([CH2:21][NH2:22])([CH3:20])[CH2:16]1)=[N:10][C:9]([O:23][CH3:24])=[CH:8][CH:7]=2.[O:25]=[C:26]1[CH2:31][S:30][C:29]2[CH:32]=[CH:33][C:34]([CH:36]=O)=[N:35][C:28]=2[NH:27]1, predict the reaction product. The product is: [F:2][C:3]1[CH:4]=[N:5][C:6]2[C:11]([C:12]=1[CH2:13][CH2:14][N:15]1[CH2:19][CH2:18][C:17]([CH2:21][NH:22][CH2:36][C:34]3[CH:33]=[CH:32][C:29]4[S:30][CH2:31][C:26](=[O:25])[NH:27][C:28]=4[N:35]=3)([CH3:20])[CH2:16]1)=[N:10][C:9]([O:23][CH3:24])=[CH:8][CH:7]=2.